The task is: Regression/Classification. Given a drug SMILES string, predict its absorption, distribution, metabolism, or excretion properties. Task type varies by dataset: regression for continuous measurements (e.g., permeability, clearance, half-life) or binary classification for categorical outcomes (e.g., BBB penetration, CYP inhibition). Dataset: hlm.. This data is from Human liver microsome stability data. The compound is CC(C)N=C(Nc1ccc(Cl)c(Cl)c1)Nc1nccn1C(C)(C)C. The result is 0 (unstable in human liver microsomes).